Task: Predict the reactants needed to synthesize the given product.. Dataset: Full USPTO retrosynthesis dataset with 1.9M reactions from patents (1976-2016) Given the product [OH:8][CH2:7][C:6]([CH3:10])([CH3:9])[CH2:5][CH2:4][CH2:3][CH2:2][NH:1][C:11]([NH:1][CH2:2][CH2:3][CH2:4][CH2:5][C:6]([CH3:10])([CH3:9])[CH2:7][OH:8])=[S:13], predict the reactants needed to synthesize it. The reactants are: [NH2:1][CH2:2][CH2:3][CH2:4][CH2:5][C:6]([CH3:10])([CH3:9])[CH2:7][OH:8].[C:11](=[S:13])=S.